From a dataset of NCI-60 drug combinations with 297,098 pairs across 59 cell lines. Regression. Given two drug SMILES strings and cell line genomic features, predict the synergy score measuring deviation from expected non-interaction effect. (1) Drug 1: COC1=C(C=C2C(=C1)N=CN=C2NC3=CC(=C(C=C3)F)Cl)OCCCN4CCOCC4. Drug 2: CCCCC(=O)OCC(=O)C1(CC(C2=C(C1)C(=C3C(=C2O)C(=O)C4=C(C3=O)C=CC=C4OC)O)OC5CC(C(C(O5)C)O)NC(=O)C(F)(F)F)O. Cell line: KM12. Synergy scores: CSS=30.1, Synergy_ZIP=-3.42, Synergy_Bliss=5.11, Synergy_Loewe=8.70, Synergy_HSA=8.68. (2) Drug 1: CCCS(=O)(=O)NC1=C(C(=C(C=C1)F)C(=O)C2=CNC3=C2C=C(C=N3)C4=CC=C(C=C4)Cl)F. Drug 2: C1=CC(=CC=C1CC(C(=O)O)N)N(CCCl)CCCl.Cl. Cell line: SK-MEL-28. Synergy scores: CSS=30.5, Synergy_ZIP=-0.0740, Synergy_Bliss=1.50, Synergy_Loewe=-19.1, Synergy_HSA=-0.339. (3) Drug 1: C1CN(P(=O)(OC1)NCCCl)CCCl. Drug 2: N.N.Cl[Pt+2]Cl. Cell line: HCT116. Synergy scores: CSS=41.3, Synergy_ZIP=4.04, Synergy_Bliss=3.23, Synergy_Loewe=-24.2, Synergy_HSA=5.93. (4) Drug 1: CCN(CC)CCCC(C)NC1=C2C=C(C=CC2=NC3=C1C=CC(=C3)Cl)OC. Drug 2: C1CNP(=O)(OC1)N(CCCl)CCCl. Cell line: SNB-75. Synergy scores: CSS=9.08, Synergy_ZIP=-3.03, Synergy_Bliss=-0.937, Synergy_Loewe=-35.3, Synergy_HSA=-0.890. (5) Drug 1: C1=CC(=CC=C1CCC2=CNC3=C2C(=O)NC(=N3)N)C(=O)NC(CCC(=O)O)C(=O)O. Drug 2: C1CNP(=O)(OC1)N(CCCl)CCCl. Cell line: OVCAR-4. Synergy scores: CSS=40.2, Synergy_ZIP=4.24, Synergy_Bliss=4.00, Synergy_Loewe=-21.8, Synergy_HSA=2.93. (6) Drug 1: COC1=C(C=C2C(=C1)N=CN=C2NC3=CC(=C(C=C3)F)Cl)OCCCN4CCOCC4. Drug 2: COCCOC1=C(C=C2C(=C1)C(=NC=N2)NC3=CC=CC(=C3)C#C)OCCOC.Cl. Cell line: NCI-H226. Synergy scores: CSS=20.5, Synergy_ZIP=-6.38, Synergy_Bliss=1.86, Synergy_Loewe=1.60, Synergy_HSA=3.09. (7) Drug 1: C1=NC2=C(N1)C(=S)N=CN2. Drug 2: CCCCCOC(=O)NC1=NC(=O)N(C=C1F)C2C(C(C(O2)C)O)O. Cell line: HCC-2998. Synergy scores: CSS=-2.81, Synergy_ZIP=-4.02, Synergy_Bliss=-4.97, Synergy_Loewe=-8.91, Synergy_HSA=-6.60. (8) Drug 1: CC=C1C(=O)NC(C(=O)OC2CC(=O)NC(C(=O)NC(CSSCCC=C2)C(=O)N1)C(C)C)C(C)C. Drug 2: CC12CCC3C(C1CCC2O)C(CC4=C3C=CC(=C4)O)CCCCCCCCCS(=O)CCCC(C(F)(F)F)(F)F. Cell line: COLO 205. Synergy scores: CSS=11.1, Synergy_ZIP=1.66, Synergy_Bliss=3.87, Synergy_Loewe=-31.4, Synergy_HSA=2.22. (9) Drug 1: CC12CCC3C(C1CCC2=O)CC(=C)C4=CC(=O)C=CC34C. Drug 2: CN(CC1=CN=C2C(=N1)C(=NC(=N2)N)N)C3=CC=C(C=C3)C(=O)NC(CCC(=O)O)C(=O)O. Cell line: OVCAR-4. Synergy scores: CSS=47.7, Synergy_ZIP=0.170, Synergy_Bliss=0.446, Synergy_Loewe=-0.950, Synergy_HSA=2.61.